From a dataset of NCI-60 drug combinations with 297,098 pairs across 59 cell lines. Regression. Given two drug SMILES strings and cell line genomic features, predict the synergy score measuring deviation from expected non-interaction effect. Drug 1: CC=C1C(=O)NC(C(=O)OC2CC(=O)NC(C(=O)NC(CSSCCC=C2)C(=O)N1)C(C)C)C(C)C. Drug 2: C1CN1C2=NC(=NC(=N2)N3CC3)N4CC4. Cell line: HCT-15. Synergy scores: CSS=44.1, Synergy_ZIP=3.95, Synergy_Bliss=3.38, Synergy_Loewe=2.42, Synergy_HSA=0.699.